Predict the reaction yield, written as a fraction of the theoretical maximum amount of product (1.0 means a 100% yield; for example, 0.34 means a 34% yield). From a dataset of Reaction yield outcomes from USPTO patents with 853,638 reactions. (1) The reactants are Cl[C:2]1[CH:3]=[C:4]2[C:13](=[CH:14][N:15]=1)[C:12]1[N:8]([CH:9]=[C:10]([C:16]3[N:20]([CH2:21][C:22]([F:25])([F:24])[F:23])[N:19]=[C:18]([CH3:26])[N:17]=3)[N:11]=1)[CH2:7][CH2:6][O:5]2.[CH3:27][N:28]1[CH2:33][CH2:32][CH:31]([CH:34]2[CH2:38][CH2:37][CH2:36][NH:35]2)[CH2:30][CH2:29]1.CC([O-])(C)C.[Na+]. The catalyst is C1(C)C=CC=CC=1.CC(C)([P](C(C)(C)C)([Pd][P](C(C)(C)C)(C(C)(C)C)C(C)(C)C)C(C)(C)C)C. The product is [CH3:26][C:18]1[N:17]=[C:16]([C:10]2[N:11]=[C:12]3[C:13]4[CH:14]=[N:15][C:2]([N:35]5[CH2:36][CH2:37][CH2:38][CH:34]5[CH:31]5[CH2:30][CH2:29][N:28]([CH3:27])[CH2:33][CH2:32]5)=[CH:3][C:4]=4[O:5][CH2:6][CH2:7][N:8]3[CH:9]=2)[N:20]([CH2:21][C:22]([F:25])([F:24])[F:23])[N:19]=1. The yield is 0.120. (2) The yield is 0.930. The reactants are [CH3:1][O:2][C:3]1[CH:4]=[C:5]([CH:19]=[CH:20][C:21]=1[O:22][CH2:23][C:24]1[N:25]=[C:26]([C:30]2[CH:35]=[CH:34][CH:33]=[CH:32][CH:31]=2)[O:27][C:28]=1[CH3:29])[CH2:6][O:7][C:8]1[C:12]([C:13]([O:15]CC)=[O:14])=[CH:11][N:10]([CH3:18])[N:9]=1.[OH-].[Na+].O1CCCC1.Cl. The product is [CH3:1][O:2][C:3]1[CH:4]=[C:5]([CH:19]=[CH:20][C:21]=1[O:22][CH2:23][C:24]1[N:25]=[C:26]([C:30]2[CH:31]=[CH:32][CH:33]=[CH:34][CH:35]=2)[O:27][C:28]=1[CH3:29])[CH2:6][O:7][C:8]1[C:12]([C:13]([OH:15])=[O:14])=[CH:11][N:10]([CH3:18])[N:9]=1. The catalyst is C(O)C. (3) The reactants are [O:1]1[C:5]2=[N:6][CH:7]=[CH:8][CH:9]=[C:4]2[CH2:3][C@@:2]21[CH:14]1[CH2:15][CH2:16][N:11]([CH2:12][CH2:13]1)[CH2:10]2.[N+:17]([O-])([OH:19])=[O:18].O.C(=O)([O-])[O-].[K+].[K+]. The catalyst is S(=O)(=O)(O)O. The product is [N+:17]([C:8]1[CH:9]=[C:4]2[CH2:3][C@:2]3([CH:14]4[CH2:13][CH2:12][N:11]([CH2:16][CH2:15]4)[CH2:10]3)[O:1][C:5]2=[N:6][CH:7]=1)([O-:19])=[O:18]. The yield is 0.980. (4) The reactants are C([O:3][C:4]([C:6]1[N:7]=[CH:8][N:9]([CH:11]2[CH2:14][CH2:13][CH2:12]2)[CH:10]=1)=[O:5])C.[ClH:15]. No catalyst specified. The product is [ClH:15].[CH:11]1([N:9]2[CH:10]=[C:6]([C:4]([OH:5])=[O:3])[N:7]=[CH:8]2)[CH2:12][CH2:13][CH2:14]1. The yield is 0.880.